From a dataset of Full USPTO retrosynthesis dataset with 1.9M reactions from patents (1976-2016). Predict the reactants needed to synthesize the given product. (1) Given the product [Si:23]([O:22][C@H:15]([C:16]1[CH:21]=[CH:20][CH:19]=[CH:18][CH:17]=1)[C@H:14]1[CH2:13][CH2:12][C@@H:11]([CH2:30][C:31]2[CH:32]=[CH:33][C:34]([C:35](=[O:36])[NH:41][CH3:40])=[CH:38][CH:39]=2)[N:10]1[C:8]([O:7][C:3]([CH3:6])([CH3:4])[CH3:5])=[O:9])([C:26]([CH3:28])([CH3:29])[CH3:27])([CH3:24])[CH3:25], predict the reactants needed to synthesize it. The reactants are: CN.[C:3]([O:7][C:8]([N:10]1[C@@H:14]([C@H:15]([O:22][Si:23]([C:26]([CH3:29])([CH3:28])[CH3:27])([CH3:25])[CH3:24])[C:16]2[CH:21]=[CH:20][CH:19]=[CH:18][CH:17]=2)[CH2:13][CH2:12][C@H:11]1[CH2:30][C:31]1[CH:39]=[CH:38][C:34]([C:35](O)=[O:36])=[CH:33][CH:32]=1)=[O:9])([CH3:6])([CH3:5])[CH3:4].[CH3:40][N:41](C(ON1N=NC2C=CC=NC1=2)=[N+](C)C)C.F[P-](F)(F)(F)(F)F.CCN(C(C)C)C(C)C. (2) Given the product [F:11][C:4]1[CH:3]=[C:2]([B:23]2[O:24][C:25]([CH3:27])([CH3:26])[C:21]([CH3:37])([CH3:20])[O:22]2)[CH:7]=[C:6]([CH3:8])[C:5]=1[CH2:9][OH:10], predict the reactants needed to synthesize it. The reactants are: Br[C:2]1[CH:7]=[C:6]([CH3:8])[C:5]([CH2:9][OH:10])=[C:4]([F:11])[CH:3]=1.C([O-])(=O)C.[K+].ClCCl.[CH3:20][C:21]1([CH3:37])[C:25]([CH3:27])([CH3:26])[O:24][B:23]([B:23]2[O:24][C:25]([CH3:27])([CH3:26])[C:21]([CH3:37])([CH3:20])[O:22]2)[O:22]1.